From a dataset of Forward reaction prediction with 1.9M reactions from USPTO patents (1976-2016). Predict the product of the given reaction. (1) The product is: [CH:3]1([O:4][C:5]2[N:10]=[CH:9][C:8]([CH:11]([NH2:13])[CH3:12])=[CH:7][CH:6]=2)[CH2:20][CH2:19][CH2:18][CH2:2]1. Given the reactants F[C:2](F)(F)[CH2:3][O:4][C:5]1[N:10]=[CH:9][C:8]([CH:11]([NH2:13])[CH3:12])=[CH:7][CH:6]=1.CN1CC[CH:20](OC2C=CC(C#N)=CC=2C(F)(F)F)[CH2:19][CH2:18]1, predict the reaction product. (2) Given the reactants [N:1]1[N:5]2[C:6]([C:10]3[CH:11]=[C:12]([NH:16][C:17](=[O:28])[C:18]4[CH:23]=[CH:22][CH:21]=[C:20]([C:24]([F:27])([F:26])[F:25])[CH:19]=4)[CH:13]=[CH:14][CH:15]=3)=[CH:7][CH2:8][NH:9][C:4]2=[CH:3][CH:2]=1.[H-].[Na+].[CH:31]([N:34]=[C:35]=[O:36])([CH3:33])[CH3:32], predict the reaction product. The product is: [CH:31]([NH:34][C:35]([N:9]1[CH2:8][CH:7]=[C:6]([C:10]2[CH:15]=[CH:14][CH:13]=[C:12]([NH:16][C:17](=[O:28])[C:18]3[CH:23]=[CH:22][CH:21]=[C:20]([C:24]([F:25])([F:26])[F:27])[CH:19]=3)[CH:11]=2)[N:5]2[N:1]=[CH:2][CH:3]=[C:4]12)=[O:36])([CH3:33])[CH3:32]. (3) Given the reactants Br[C:2]1SC=C2C=1NC(=O)N2.[Br:11][C:12]1[CH:13]=[CH:14][C:15]2[NH:16][C:17]3[C:22]([C:23]=2[CH:24]=1)=[CH:21][C:20]([Br:25])=[CH:19][CH:18]=3.[H-].[Na+].CI.[Cl-].[NH4+], predict the reaction product. The product is: [Br:25][C:20]1[CH:19]=[CH:18][C:17]2[N:16]([CH3:2])[C:15]3[C:23]([C:22]=2[CH:21]=1)=[CH:24][C:12]([Br:11])=[CH:13][CH:14]=3. (4) Given the reactants [CH2:1]([S:6][C:7]1[N:12]=[C:11]([C:13]2[S:14][C:15]3[CH:23]=[CH:22][CH:21]=[CH:20][C:16]=3[C:17](=[O:19])[N:18]=2)[CH:10]=[CH:9][CH:8]=1)[CH2:2][CH:3]([CH3:5])[CH3:4].ClC1C=CC=C(C(OO)=[O:32])C=1, predict the reaction product. The product is: [CH2:1]([S:6]([C:7]1[N:12]=[C:11]([C:13]2[S:14][C:15]3[CH:23]=[CH:22][CH:21]=[CH:20][C:16]=3[C:17](=[O:19])[N:18]=2)[CH:10]=[CH:9][CH:8]=1)=[O:32])[CH2:2][CH:3]([CH3:5])[CH3:4]. (5) Given the reactants [Br:1][C:2]1[CH:3]=[N:4][C:5]([N:8]([CH3:24])[C@H:9]2[CH2:14][CH2:13][C@H:12]([C:15]#[C:16][CH2:17][CH2:18]OS(C)(=O)=O)[CH2:11][CH2:10]2)=[N:6][CH:7]=1.[CH3:25][NH:26][CH3:27], predict the reaction product. The product is: [Br:1][C:2]1[CH:3]=[N:4][C:5]([N:8]([C@H:9]2[CH2:14][CH2:13][C@H:12]([C:15]#[C:16][CH2:17][CH2:18][N:26]([CH3:27])[CH3:25])[CH2:11][CH2:10]2)[CH3:24])=[N:6][CH:7]=1.